From a dataset of Peptide-MHC class I binding affinity with 185,985 pairs from IEDB/IMGT. Regression. Given a peptide amino acid sequence and an MHC pseudo amino acid sequence, predict their binding affinity value. This is MHC class I binding data. The peptide sequence is DILASIIDY. The MHC is HLA-B40:01 with pseudo-sequence HLA-B40:01. The binding affinity (normalized) is 0.0847.